Dataset: Full USPTO retrosynthesis dataset with 1.9M reactions from patents (1976-2016). Task: Predict the reactants needed to synthesize the given product. (1) Given the product [CH:1]1([CH2:5][C:6]2[N:7]=[C:8]([C:11]([NH:13][NH:14][C:47]([C@H:45]3[CH2:46][C@H:43]([C:41]([O:40][CH3:39])=[O:42])[CH2:44]3)=[O:48])=[O:12])[S:9][CH:10]=2)[CH2:2][CH2:3][CH2:4]1, predict the reactants needed to synthesize it. The reactants are: [CH:1]1([CH2:5][C:6]2[N:7]=[C:8]([C:11]([NH:13][NH2:14])=[O:12])[S:9][CH:10]=2)[CH2:4][CH2:3][CH2:2]1.C1(CC2N=C(C(NNC(=O)CC(C)(C)C(OC)=O)=O)SC=2)CCC1.[CH3:39][O:40][C:41]([C@H:43]1[CH2:46][C@H:45]([C:47](O)=[O:48])[CH2:44]1)=[O:42].CN(C(ON1N=NC2C=CC=NC1=2)=[N+](C)C)C.F[P-](F)(F)(F)(F)F. (2) Given the product [OH:36][CH2:35][CH2:37][O:38][C:8]1[N:13]=[CH:12][N:11]=[C:10]([NH:14][S:15](=[O:25])(=[O:24])[NH:16][CH2:17][C:18]2[CH:23]=[CH:22][CH:21]=[CH:20][CH:19]=2)[C:9]=1[C:26]1[CH:31]=[CH:30][C:29]([Cl:32])=[CH:28][CH:27]=1, predict the reactants needed to synthesize it. The reactants are: CC(C)([O-])C.[K+].Cl[C:8]1[N:13]=[CH:12][N:11]=[C:10]([NH:14][S:15](=[O:25])(=[O:24])[NH:16][CH2:17][C:18]2[CH:23]=[CH:22][CH:21]=[CH:20][CH:19]=2)[C:9]=1[C:26]1[CH:31]=[CH:30][C:29]([Cl:32])=[CH:28][CH:27]=1.C(O)(=O)C[C:35](CC(O)=O)([C:37](O)=[O:38])[OH:36]. (3) Given the product [CH2:1]([N:3]1[CH2:8][CH2:7][N:6]([CH2:14][C:13]2[CH:16]=[CH:17][C:10]([NH2:9])=[C:11]([N+:18]([O-:20])=[O:19])[CH:12]=2)[CH2:5][CH2:4]1)[CH3:2], predict the reactants needed to synthesize it. The reactants are: [CH2:1]([N:3]1[CH2:8][CH2:7][NH:6][CH2:5][CH2:4]1)[CH3:2].[NH2:9][C:10]1[CH:17]=[CH:16][C:13]([CH:14]=O)=[CH:12][C:11]=1[N+:18]([O-:20])=[O:19].[BH4-].[Na+]. (4) Given the product [Br:15][C:4]1[CH:5]=[CH:6][C:7]2[NH:8][C:9](=[O:14])[O:10][C:11](=[O:13])[C:12]=2[C:3]=1[O:2][CH3:1], predict the reactants needed to synthesize it. The reactants are: [CH3:1][O:2][C:3]1[C:12]2[C:11](=[O:13])[O:10][C:9](=[O:14])[NH:8][C:7]=2[CH:6]=[CH:5][CH:4]=1.[Br:15]N1C(=O)CCC1=O. (5) Given the product [ClH:12].[F:1][C:2]1[CH:7]=[C:6]([F:8])[CH:5]=[CH:4][C:3]=1[CH2:9][C:10](=[NH:11])[O:15][CH2:13][CH3:14], predict the reactants needed to synthesize it. The reactants are: [F:1][C:2]1[CH:7]=[C:6]([F:8])[CH:5]=[CH:4][C:3]=1[CH2:9][C:10]#[N:11].[ClH:12].[CH2:13]([OH:15])[CH3:14]. (6) Given the product [Br:1][C:2]1[C:3]([N:12]2[CH2:17][CH2:16][N:15]([CH2:18][CH:19]3[CH2:21][CH2:20]3)[CH2:14][CH2:13]2)=[C:4]2[N:9]=[C:31]([C:30]3[CH:33]=[CH:34][C:27]([O:26][CH3:25])=[CH:28][CH:29]=3)[NH:8][C:5]2=[N:6][CH:7]=1, predict the reactants needed to synthesize it. The reactants are: [Br:1][C:2]1[C:3]([N:12]2[CH2:17][CH2:16][N:15]([CH2:18][CH:19]3[CH2:21][CH2:20]3)[CH2:14][CH2:13]2)=[C:4]([N+:9]([O-])=O)[C:5]([NH2:8])=[N:6][CH:7]=1.CCO.[CH3:25][O:26][C:27]1[CH:34]=[CH:33][C:30]([CH:31]=O)=[CH:29][CH:28]=1.[O-]S(S([O-])=O)=O.[Na+].[Na+].